Dataset: Forward reaction prediction with 1.9M reactions from USPTO patents (1976-2016). Task: Predict the product of the given reaction. (1) Given the reactants [Cl:1][C:2]1[CH:7]=[CH:6][CH:5]=[C:4]([F:8])[C:3]=1[CH:9]([OH:32])[CH2:10][C:11]1[CH:16]=[C:15]([C:17]2[N:21]([CH3:22])[N:20]=[C:19]([C:23]3[CH:28]=[CH:27][CH:26]=[CH:25][N:24]=3)[N:18]=2)[CH:14]=[CH:13][C:12]=1[N+:29]([O-:31])=[O:30].CC(OI1(OC(C)=O)(OC(C)=O)OC(=O)C2C=CC=CC1=2)=O, predict the reaction product. The product is: [Cl:1][C:2]1[CH:7]=[CH:6][CH:5]=[C:4]([F:8])[C:3]=1[C:9](=[O:32])[CH2:10][C:11]1[CH:16]=[C:15]([C:17]2[N:21]([CH3:22])[N:20]=[C:19]([C:23]3[CH:28]=[CH:27][CH:26]=[CH:25][N:24]=3)[N:18]=2)[CH:14]=[CH:13][C:12]=1[N+:29]([O-:31])=[O:30]. (2) Given the reactants [CH3:1][C:2]1[CH:7]=[CH:6][C:5]([S:8]([O:11][CH2:12][CH:13]2[CH2:17][C:16]3[CH:18]=[C:19]([CH3:23])[CH:20]=[C:21](Br)[C:15]=3[O:14]2)(=[O:10])=[O:9])=[CH:4][CH:3]=1.[C:24]1(B(O)O)[CH:29]=[CH:28][CH:27]=[CH:26][CH:25]=1.[CH:33]([C:36]1C=CC=[CH:38][C:37]=1B1OC(C)(C)C(C)(C)O1)(C)[CH3:34], predict the reaction product. The product is: [CH3:1][C:2]1[CH:7]=[CH:6][C:5]([S:8]([O:11][CH2:12][CH:13]2[CH2:17][C:16]3[CH:18]=[C:19]([C:23]4[CH:38]=[CH:37][CH:36]=[CH:33][CH:34]=4)[CH:20]=[C:21]([C:24]4[CH:29]=[CH:28][CH:27]=[CH:26][CH:25]=4)[C:15]=3[O:14]2)(=[O:10])=[O:9])=[CH:4][CH:3]=1. (3) Given the reactants [OH:1][C:2]1[CH:3]=[C:4]2[C:9](=[CH:10][CH:11]=1)[CH2:8][C:7](=[O:12])[CH2:6][CH2:5]2.Cl[C:14]1[CH:22]=[CH:21][C:17]([C:18]([NH2:20])=[O:19])=[CH:16][N:15]=1.C([O-])([O-])=O.[K+].[K+], predict the reaction product. The product is: [O:1]=[C:2]1[CH2:11][CH2:10][C:9]2[CH:8]=[C:7]([O:12][C:14]3[CH:22]=[CH:21][C:17]([C:18]([NH2:20])=[O:19])=[CH:16][N:15]=3)[CH:6]=[CH:5][C:4]=2[CH2:3]1. (4) Given the reactants Br[CH2:2][CH2:3][O:4][C:5]1[CH:14]=[C:13]2[C:8]([C:9]([NH:15][C:16]3[CH:21]=[CH:20][C:19]([Cl:22])=[CH:18][C:17]=3[F:23])=[N:10][CH:11]=[N:12]2)=[CH:7][C:6]=1[O:24][CH3:25].[C:26]([N:29]1[CH2:34][CH2:33][NH:32][CH2:31][CH2:30]1)(=[O:28])[CH3:27], predict the reaction product. The product is: [ClH:22].[C:26]([N:29]1[CH2:34][CH2:33][N:32]([CH2:2][CH2:3][O:4][C:5]2[CH:14]=[C:13]3[C:8]([C:9]([NH:15][C:16]4[CH:21]=[CH:20][C:19]([Cl:22])=[CH:18][C:17]=4[F:23])=[N:10][CH:11]=[N:12]3)=[CH:7][C:6]=2[O:24][CH3:25])[CH2:31][CH2:30]1)(=[O:28])[CH3:27]. (5) Given the reactants I[CH2:2][CH2:3][CH2:4][N:5]1[C:18]2[CH:17]=[C:16]([C:19]([F:22])([F:21])[F:20])[CH:15]=[CH:14][C:13]=2[S:12][C:11]2[C:6]1=[CH:7][CH:8]=[CH:9][CH:10]=2.CC#N.C([O-])([O-])=O.[K+].[K+].C(O)(=O)C(O)=O.[CH2:38]1[C:41]2([CH2:44][NH:43][CH2:42]2)[CH2:40][N:39]1[C:45]([O:47][C:48]([CH3:51])([CH3:50])[CH3:49])=[O:46].[C:48]([O:47][C:45]([N:39]1[CH2:40][C:41]2([CH2:44][NH:43][CH2:42]2)[CH2:38]1)=[O:46])([CH3:51])([CH3:50])[CH3:49], predict the reaction product. The product is: [F:20][C:19]([F:22])([F:21])[C:16]1[CH:15]=[CH:14][C:13]2[S:12][C:11]3[C:6](=[CH:7][CH:8]=[CH:9][CH:10]=3)[N:5]([CH2:4][CH2:3][CH2:2][N:43]3[CH2:42][C:41]4([CH2:38][N:39]([C:45]([O:47][C:48]([CH3:50])([CH3:49])[CH3:51])=[O:46])[CH2:40]4)[CH2:44]3)[C:18]=2[CH:17]=1. (6) Given the reactants [Cl-].[Cl-].[Cl-].[Al+3].[Br:5][C:6]1[CH:7]=[C:8]2[CH:14]=[CH:13][NH:12][C:9]2=[N:10][CH:11]=1.[Cl:15][C:16]([Cl:21])([Cl:20])[C:17](Cl)=[O:18], predict the reaction product. The product is: [Br:5][C:6]1[CH:7]=[C:8]2[C:14]([C:17](=[O:18])[C:16]([Cl:21])([Cl:20])[Cl:15])=[CH:13][NH:12][C:9]2=[N:10][CH:11]=1. (7) Given the reactants C([O:4][CH2:5][C:6]([N:8]1[CH2:13][CH2:12][CH:11]([CH2:14][CH2:15][O:16][C:17]2[C:26]([F:27])=[CH:25][CH:24]=[C:23]3[C:18]=2[C:19](=[O:40])[NH:20][C:21]([C:28]([NH:30][CH2:31][C:32]2[CH:37]=[CH:36][CH:35]=[C:34]([O:38][CH3:39])[CH:33]=2)=[O:29])=[N:22]3)[CH2:10][CH2:9]1)=[O:7])(=O)C.[OH-].[Li+].S([O-])(O)(=O)=O.[K+], predict the reaction product. The product is: [F:27][C:26]1[C:17]([O:16][CH2:15][CH2:14][CH:11]2[CH2:12][CH2:13][N:8]([C:6](=[O:7])[CH2:5][OH:4])[CH2:9][CH2:10]2)=[C:18]2[C:23](=[CH:24][CH:25]=1)[N:22]=[C:21]([C:28]([NH:30][CH2:31][C:32]1[CH:37]=[CH:36][CH:35]=[C:34]([O:38][CH3:39])[CH:33]=1)=[O:29])[NH:20][C:19]2=[O:40]. (8) Given the reactants CN(C)[CH:3]=[C:4]([C:10](=O)[C:11]1[CH:16]=[CH:15][C:14]([Cl:17])=[CH:13][CH:12]=1)[C:5]([O:7][CH2:8][CH3:9])=[O:6].[N+]([O-])(O)=O.[N+]([O-])(O)=O.[F:28][C:29]1[CH:30]=[C:31]([NH:41][C:42]([NH2:44])=[NH:43])[CH:32]=[CH:33][C:34]=1[N:35]1[CH:39]=[C:38]([CH3:40])[N:37]=[CH:36]1, predict the reaction product. The product is: [Cl:17][C:14]1[CH:13]=[CH:12][C:11]([C:10]2[C:4]([C:5]([O:7][CH2:8][CH3:9])=[O:6])=[CH:3][N:44]=[C:42]([NH:41][C:31]3[CH:32]=[CH:33][C:34]([N:35]4[CH:39]=[C:38]([CH3:40])[N:37]=[CH:36]4)=[C:29]([F:28])[CH:30]=3)[N:43]=2)=[CH:16][CH:15]=1. (9) Given the reactants [CH3:1][O:2][C:3]1[CH:4]=[C:5]2[C:9](=[CH:10][C:11]=1[N+:12]([O-:14])=[O:13])[NH:8][CH2:7][CH2:6]2.C(N(C(C)C)CC)(C)C.[C:24](Cl)(=[O:27])[CH:25]=[CH2:26].[CH:29]([N:32]1[CH2:37][CH2:36][NH:35][CH2:34][CH2:33]1)([CH3:31])[CH3:30], predict the reaction product. The product is: [CH3:30][CH:29]([N:32]1[CH2:37][CH2:36][N:35]([CH2:26][CH2:25][C:24]([N:8]2[C:9]3[C:5](=[CH:4][C:3]([O:2][CH3:1])=[C:11]([N+:12]([O-:14])=[O:13])[CH:10]=3)[CH2:6][CH2:7]2)=[O:27])[CH2:34][CH2:33]1)[CH3:31].